Dataset: Cav3 T-type calcium channel HTS with 100,875 compounds. Task: Binary Classification. Given a drug SMILES string, predict its activity (active/inactive) in a high-throughput screening assay against a specified biological target. (1) The molecule is O1C2C(C(C1CC2)C(O)=O)C(=O)NC(c1c(ccc(c1)C)C)C. The result is 0 (inactive). (2) The molecule is o1c2c(c(CN3CCc4c3cccc4)cc1=O)ccc(c2)CC. The result is 0 (inactive). (3) The compound is S(=O)(=O)(Nc1cc2OCOc2cc1)c1cc2CCCN(c2cc1)C(=O)C. The result is 0 (inactive). (4) The drug is Fc1ccc(n2c3c(n(c(c3)C(OC)=O)CC)cc2)cc1. The result is 0 (inactive). (5) The drug is O=C(NC(CC)c1ccccc1)C1CCC1. The result is 0 (inactive). (6) The drug is O(Cc1oc(NCC=C)c(n1)C#N)c1ccc(cc1)C. The result is 0 (inactive). (7) The compound is S1(=O)(=O)CC(N(C)C(=O)CSc2n3c(cc(nc3nn2)C)C)CC1. The result is 0 (inactive).